From a dataset of Catalyst prediction with 721,799 reactions and 888 catalyst types from USPTO. Predict which catalyst facilitates the given reaction. (1) Reactant: CN(C)CC(O)=[O:5].[NH2:8][CH2:9][C:10]1[CH:35]=[C:34]([Cl:36])[CH:33]=[CH:32][C:11]=1[O:12][CH2:13][C:14]([N:16]1[CH2:21][C@H:20]([CH3:22])[N:19]([CH2:23][C:24]2[CH:29]=[CH:28][C:27]([F:30])=[CH:26][CH:25]=2)[CH2:18][C@H:17]1[CH3:31])=[O:15].CN(C)CCCN=C=NCC.ON1C2C=CC=CC=2N=N1.[CH2:58]([N:60]([CH2:63][CH3:64])[CH2:61][CH3:62])[CH3:59]. Product: [Cl:36][C:34]1[CH:33]=[CH:32][C:11]([O:12][CH2:13][C:14]([N:16]2[CH2:21][CH:20]([CH3:22])[N:19]([CH2:23][C:24]3[CH:29]=[CH:28][C:27]([F:30])=[CH:26][CH:25]=3)[CH2:18][CH:17]2[CH3:31])=[O:15])=[C:10]([CH:35]=1)[CH2:9][NH:8][C:59](=[O:5])[CH2:58][N:60]([CH2:63][CH3:64])[CH2:61][CH3:62]. The catalyst class is: 503. (2) Reactant: Cl[C:2]1[N:7]=[C:6]([N:8]2[CH2:13][CH2:12][O:11][CH2:10][CH2:9]2)[CH:5]=[C:4]([C:14]2[CH:19]=[CH:18][C:17]([F:20])=[C:16]([Cl:21])[CH:15]=2)[CH:3]=1.[CH2:22]([O:24][C:25](=[O:39])[C:26]1[CH:31]=[C:30]([Cl:32])[C:29]([N:33]2[CH2:38][CH2:37][NH:36][CH2:35][CH2:34]2)=[N:28][CH:27]=1)[CH3:23].CC([O-])(C)C.[K+].C1C=CC(P(C2C(C3C(P(C4C=CC=CC=4)C4C=CC=CC=4)=CC=C4C=3C=CC=C4)=C3C(C=CC=C3)=CC=2)C2C=CC=CC=2)=CC=1. Product: [CH2:22]([O:24][C:25](=[O:39])[C:26]1[CH:31]=[C:30]([Cl:32])[C:29]([N:33]2[CH2:38][CH2:37][N:36]([C:2]3[CH:3]=[C:4]([C:14]4[CH:19]=[CH:18][C:17]([F:20])=[C:16]([Cl:21])[CH:15]=4)[CH:5]=[C:6]([N:8]4[CH2:13][CH2:12][O:11][CH2:10][CH2:9]4)[N:7]=3)[CH2:35][CH2:34]2)=[N:28][CH:27]=1)[CH3:23]. The catalyst class is: 101. (3) Reactant: C([O:8][N:9]1[C:15](=[O:16])[N:14]2[CH2:17][C@H:10]1[CH2:11][CH2:12][C@H:13]2[C:18]([NH2:20])=[O:19])C1C=CC=CC=1. Product: [OH:8][N:9]1[C:15](=[O:16])[N:14]2[CH2:17][C@H:10]1[CH2:11][CH2:12][C@H:13]2[C:18]([NH2:20])=[O:19]. The catalyst class is: 129. (4) The catalyst class is: 2. Product: [CH2:1]([O:8][C:9]([N:11]1[CH2:19][C:18]2[C:13](=[CH:14][CH:15]=[C:16]([CH2:20][O:21][S:30]([CH3:29])(=[O:32])=[O:31])[CH:17]=2)[CH2:12]1)=[O:10])[C:2]1[CH:7]=[CH:6][CH:5]=[CH:4][CH:3]=1. Reactant: [CH2:1]([O:8][C:9]([N:11]1[CH2:19][C:18]2[C:13](=[CH:14][CH:15]=[C:16]([CH2:20][OH:21])[CH:17]=2)[CH2:12]1)=[O:10])[C:2]1[CH:7]=[CH:6][CH:5]=[CH:4][CH:3]=1.CCN(CC)CC.[CH3:29][S:30](Cl)(=[O:32])=[O:31]. (5) Reactant: [CH3:1][C:2]1[CH:3]=[CH:4][C:5]2[NH:10][C:9](=[O:11])[CH2:8][NH:7][C:6]=2[N:12]=1.[F:13][C:14]([F:30])([F:29])[O:15][C:16]1[CH:28]=[CH:27][C:19]([O:20][CH:21]([CH2:25][CH3:26])[C:22](O)=[O:23])=[CH:18][CH:17]=1.Cl.CN(C)CCCN=C=NCC.O.ON1C2C=CC=CC=2N=N1. Product: [CH3:1][C:2]1[CH:3]=[CH:4][C:5]2[NH:10][C:9](=[O:11])[CH2:8][N:7]([C:22](=[O:23])[CH:21]([O:20][C:19]3[CH:27]=[CH:28][C:16]([O:15][C:14]([F:30])([F:29])[F:13])=[CH:17][CH:18]=3)[CH2:25][CH3:26])[C:6]=2[N:12]=1. The catalyst class is: 35. (6) Reactant: Br[C:2]1[CH:13]=[CH:12][C:5]2[N:6]3[CH2:11][C@@H:9]([NH:10][C:4]=2[CH:3]=1)[CH2:8][CH2:7]3.[F:14][C:15]([F:26])([F:25])[C:16]1[CH:17]=[C:18](B(O)O)[CH:19]=[CH:20][CH:21]=1.C([O-])([O-])=O.[Cs+].[Cs+]. Product: [F:14][C:15]([F:26])([F:25])[C:16]1[CH:21]=[C:20]([C:2]2[CH:13]=[CH:12][C:5]3[N:6]4[CH2:11][C@@H:9]([NH:10][C:4]=3[CH:3]=2)[CH2:8][CH2:7]4)[CH:19]=[CH:18][CH:17]=1. The catalyst class is: 117.